From a dataset of Forward reaction prediction with 1.9M reactions from USPTO patents (1976-2016). Predict the product of the given reaction. (1) Given the reactants Cl[C:2]1[CH:7]=[C:6]([N:8](COCC[Si](C)(C)C)COCC[Si](C)(C)C)[N:5]2[N:25]=[CH:26][C:27]([C:28]3[CH:29]=[N:30][C:31]4[C:36]([CH:37]=3)=[CH:35][CH:34]=[CH:33][CH:32]=4)=[C:4]2[N:3]=1.C(N(CC)C(C)C)(C)C.[NH:47]1[CH2:52][CH2:51][O:50][CH2:49][CH2:48]1, predict the reaction product. The product is: [O:50]1[CH2:51][CH2:52][N:47]([C:2]2[CH:7]=[C:6]([NH2:8])[N:5]3[N:25]=[CH:26][C:27]([C:28]4[CH:29]=[N:30][C:31]5[C:36]([CH:37]=4)=[CH:35][CH:34]=[CH:33][CH:32]=5)=[C:4]3[N:3]=2)[CH2:48][CH2:49]1. (2) Given the reactants [CH3:1][O:2][C:3]1[CH:8]=[CH:7][C:6]([C:9](=[O:11])[CH3:10])=[CH:5][CH:4]=1.[C:12](Cl)(=[O:21])[C:13]1[CH:18]=[CH:17][C:16]([O:19][CH3:20])=[CH:15][CH:14]=1.C(O)(=O)CC(CC(O)=O)(C(O)=O)O, predict the reaction product. The product is: [CH3:1][O:2][C:3]1[CH:8]=[CH:7][C:6]([C:9](=[O:11])[CH2:10][C:12]([C:13]2[CH:18]=[CH:17][C:16]([O:19][CH3:20])=[CH:15][CH:14]=2)=[O:21])=[CH:5][CH:4]=1. (3) Given the reactants [C:1](#[N:8])[C:2]1[CH:7]=[CH:6][CH:5]=[CH:4][CH:3]=1.[OH2:9], predict the reaction product. The product is: [C:1]([NH2:8])(=[O:9])[C:2]1[CH:7]=[CH:6][CH:5]=[CH:4][CH:3]=1. (4) Given the reactants [CH3:1][O:2][C:3]1[CH:4]=[C:5]([CH:9]=[C:10]([C:12]2[CH:21]=[CH:20][C:19]3[C:14](=[CH:15][CH:16]=[C:17]([O:22][CH3:23])[CH:18]=3)[CH:13]=2)[CH:11]=1)[C:6](O)=[O:7].[CH3:24][NH2:25], predict the reaction product. The product is: [CH3:1][O:2][C:3]1[CH:4]=[C:5]([CH:9]=[C:10]([C:12]2[CH:21]=[CH:20][C:19]3[C:14](=[CH:15][CH:16]=[C:17]([O:22][CH3:23])[CH:18]=3)[CH:13]=2)[CH:11]=1)[C:6]([NH:25][CH3:24])=[O:7]. (5) Given the reactants [C:1]1([C:7]2[CH:8]=[C:9]([N+:13]([O-])=O)[CH:10]=[CH:11][CH:12]=2)[CH2:6][CH2:5][CH2:4][CH2:3][CH:2]=1, predict the reaction product. The product is: [CH:1]1([C:7]2[CH:8]=[C:9]([CH:10]=[CH:11][CH:12]=2)[NH2:13])[CH2:2][CH2:3][CH2:4][CH2:5][CH2:6]1. (6) Given the reactants [CH3:1][C:2]1([CH3:14])[CH:11]=[CH:10][C:9]2[C:8]([C:12]#N)=[CH:7][CH:6]=[CH:5][C:4]=2[O:3]1.CC(C[AlH]CC(C)C)C.C1C[O:27]CC1.Cl, predict the reaction product. The product is: [CH3:1][C:2]1([CH3:14])[CH:11]=[CH:10][C:9]2[C:8]([CH:12]=[O:27])=[CH:7][CH:6]=[CH:5][C:4]=2[O:3]1.